Dataset: Forward reaction prediction with 1.9M reactions from USPTO patents (1976-2016). Task: Predict the product of the given reaction. (1) Given the reactants Cl[C:2]1[CH:7]=[C:6]([Cl:8])[C:5]([C:9]#[N:10])=[CH:4][N:3]=1.[C:11](=[O:18])([O:13][C:14]([CH3:17])([CH3:16])[CH3:15])[NH2:12].CC1(C)C2C(=C(P(C3C=CC=CC=3)C3C=CC=CC=3)C=CC=2)OC2C(P(C3C=CC=CC=3)C3C=CC=CC=3)=CC=CC1=2.C([O-])([O-])=O.[K+].[K+], predict the reaction product. The product is: [C:14]([O:13][C:11](=[O:18])[NH:12][C:2]1[CH:7]=[C:6]([Cl:8])[C:5]([C:9]#[N:10])=[CH:4][N:3]=1)([CH3:17])([CH3:16])[CH3:15]. (2) Given the reactants C([O:3][C:4]([C:6]1(C(OCC)=O)[CH2:14][C:13]2[N:12]=[CH:11][CH:10]=[CH:9][C:8]=2[CH2:7]1)=[O:5])C, predict the reaction product. The product is: [N:12]1[C:13]2[CH2:14][CH:6]([C:4]([OH:5])=[O:3])[CH2:7][C:8]=2[CH:9]=[CH:10][CH:11]=1.